Dataset: Experimentally validated miRNA-target interactions with 360,000+ pairs, plus equal number of negative samples. Task: Binary Classification. Given a miRNA mature sequence and a target amino acid sequence, predict their likelihood of interaction. (1) The miRNA is hsa-miR-6777-5p with sequence ACGGGGAGUCAGGCAGUGGUGGA. The protein sequence of the target gene is MSDDKPFLCTAPGCGQRFTNEDHLAVHKHKHEMTLKFGPARNDSVIVADQTPTPTRFLKNCEEVGLFNELASPFENEFKKASEDDIKKMPLDLSPLATPIIRNKIEEPSVVETTHQDSPLPHPESTTNDEKEVSLQQTAQPTSTIVRPASLQVPNVLLTSSDSSVIIQQAIPSPTSSTVITQAPSSNRPIVPVPGPFPLLLHLPNGQTMPVAIPASITNSNVHVPAAVPLVRPVTMVPSIPGIPGPSSPQPVQSEAKLRLKAALTQQHPQVTNGDTAKGHPSGLVRTQSEEPRPQSLQQP.... Result: 0 (no interaction). (2) The miRNA is hsa-miR-4761-5p with sequence ACAAGGUGUGCAUGCCUGACC. The protein sequence of the target gene is MTEITAEGNASTTTTVIDSKNGSVPKSPGKVLKRTVTEDIVTTFSSPAAWLLVIALIITWSAVAIVMFDLVDYKNFSASSIAKIGSDPLKLVRDAMEETTDWIYGFFSLLSDIISSEDEEDDDGDEDTDKGEIDEPPLRKKEIHKDKTEKQEKPERKIQTKVTHKEKEKGKEKVREKEKPEKKATHKEKIEKKEKPETKTLAKEQKKAKTAEKSEEKTKKEVKGGKQEKVKQTAAKVKEVQKTPSKPKEKEDKEKAAVSKHEQKDQYAFCRYMIDIFVHGDLKPGQSPAIPPPLPTEQAS.... Result: 1 (interaction). (3) The miRNA is mmu-miR-124-3p with sequence UAAGGCACGCGGUGAAUGCC. The protein sequence of the target gene is MEFPFDVDALFPERITVLDQHLRPPARRPGTTTPARVDLQQQIMTIVDELGKASAKAQHLPAPITSALRMQSNRHVIYILKDTSARPAGKGAIIGFLKVGYKKLFVLDDREAHNEVEPLCILDFYIHESVQRHGHGRELFQHMLQKERVEPHQLAIDRPSPKLLKFLNKHYNLETTVPQVNNFVIFEGFFAHQHRPPTSSLRATRHSRAAVADPIPAAPARKLPPKRAEGDIKPYSSSDREFLKVAVEPPWPLNRAPRRATPPAHPPPRSSSLGNSPDRGPLRPFVPEQELLRSLRLCPP.... Result: 1 (interaction). (4) The miRNA is hsa-miR-1307-5p with sequence UCGACCGGACCUCGACCGGCU. The protein sequence of the target gene is MSPCGRALHTSRGAMAMLARKFPRTRLPVGASALCVVVLCWLYIFPVYRLPNEKEIVQGVLAQRTAWRTNQTSASLFRRQMEDCCDPAHLFAMTKMNSPMGKSLWYDGELLYSFTIDNSTYSLFPQATPFQLPLKKCAVVGNGGILKMSGCGRQIDEANFVMRCNLPPLSSEYTRDVGSKTQLVTANPSIIRQRFENLLWSRKKFVDNMKIYNHSYIYMPAFSMKTGTEPSLRVYYTLKDVGANQTVLFANPNFLRNIGKFWKSRGIHAKRLSTGLFLVSAALGLCEEVSIYGFWPFSVN.... Result: 0 (no interaction).